This data is from Full USPTO retrosynthesis dataset with 1.9M reactions from patents (1976-2016). The task is: Predict the reactants needed to synthesize the given product. (1) Given the product [F:29][C:30]1[CH:35]=[CH:34][C:33]([F:36])=[CH:32][C:31]=1[S:37]([C:2]1[CH:3]=[C:4]2[C:8](=[CH:9][CH:10]=1)[N:7]([CH:11]1[CH2:16][CH2:15][N:14]([C:17]([O:19][C:20]([CH3:23])([CH3:22])[CH3:21])=[O:18])[CH2:13][CH2:12]1)[CH2:6][CH2:5]2)(=[O:39])=[O:38], predict the reactants needed to synthesize it. The reactants are: I[C:2]1[CH:3]=[C:4]2[C:8](=[CH:9][CH:10]=1)[N:7]([CH:11]1[CH2:16][CH2:15][N:14]([C:17]([O:19][C:20]([CH3:23])([CH3:22])[CH3:21])=[O:18])[CH2:13][CH2:12]1)[CH2:6][CH2:5]2.[Li]C(C)(C)C.[F:29][C:30]1[CH:35]=[CH:34][C:33]([F:36])=[CH:32][C:31]=1[S:37](F)(=[O:39])=[O:38].[NH4+].[Cl-]. (2) Given the product [CH:25]([C:29]1[CH:30]=[CH:31][C:32]([N:35]2[CH2:13][CH2:12][C:6]3([CH2:7][CH2:8][N:9]([S:21]([C:17]4[S:16][CH:20]=[CH:19][CH:18]=4)(=[O:23])=[O:22])[CH2:10][CH2:11]3)[C:4]2=[O:5])=[CH:33][CH:34]=1)([CH2:27][CH3:28])[CH3:26], predict the reactants needed to synthesize it. The reactants are: C(O[C:4]([C:6]1([CH2:12][CH2:13]OC)[CH2:11][CH2:10][NH:9][CH2:8][CH2:7]1)=[O:5])C.[S:16]1[CH:20]=[CH:19][CH:18]=[C:17]1[S:21](Cl)(=[O:23])=[O:22].[CH:25]([C:29]1[CH:34]=[CH:33][C:32]([NH2:35])=[CH:31][CH:30]=1)([CH2:27][CH3:28])[CH3:26]. (3) Given the product [NH2:1][C:4]1[S:8][CH:7]=[C:6]([C:9]#[N:10])[C:5]=1[C:11]1[S:12][CH:13]=[CH:14][N:15]=1, predict the reactants needed to synthesize it. The reactants are: [N+:1]([C:4]1[S:8][CH:7]=[C:6]([C:9]#[N:10])[C:5]=1[C:11]1[S:12][CH:13]=[CH:14][N:15]=1)([O-])=O. (4) Given the product [CH2:20]([C:23]1[CH:28]=[CH:27][C:26]([CH2:29][CH2:30][CH2:31][Br:34])=[CH:25][CH:24]=1)[CH:21]=[CH2:22], predict the reactants needed to synthesize it. The reactants are: C1(P(C2C=CC=CC=2)C2C=CC=CC=2)C=CC=CC=1.[CH2:20]([C:23]1[CH:28]=[CH:27][C:26]([CH2:29][CH2:30][CH2:31]O)=[CH:25][CH:24]=1)[CH:21]=[CH2:22].C(Br)(Br)(Br)[Br:34]. (5) Given the product [C:34]([N:1]1[CH2:6][CH2:5][O:4][CH:3]([CH2:7][NH:8][C:9]([C:11]2[C:15]3[N:16]=[CH:17][N:18]=[C:19]([C:20]4[C:28]5[O:27][CH2:26][O:25][C:24]=5[CH:23]=[CH:22][C:21]=4[O:29][CH2:30][CH:31]4[CH2:32][CH2:33]4)[C:14]=3[NH:13][CH:12]=2)=[O:10])[CH2:2]1)(=[O:37])[CH2:35][CH3:36], predict the reactants needed to synthesize it. The reactants are: [NH:1]1[CH2:6][CH2:5][O:4][CH:3]([CH2:7][NH:8][C:9]([C:11]2[C:15]3[N:16]=[CH:17][N:18]=[C:19]([C:20]4[C:28]5[O:27][CH2:26][O:25][C:24]=5[CH:23]=[CH:22][C:21]=4[O:29][CH2:30][CH:31]4[CH2:33][CH2:32]4)[C:14]=3[NH:13][CH:12]=2)=[O:10])[CH2:2]1.[C:34](Cl)(=[O:37])[CH2:35][CH3:36]. (6) Given the product [Br:32][CH2:33][CH2:34][CH2:35][CH2:36][O:29][C:24]1[CH:25]=[CH:26][CH:27]=[CH:28][C:23]=1/[CH:22]=[CH:21]/[CH:8]([CH2:7][C:6]1[CH:5]=[CH:4][C:3]([C:1]#[N:2])=[CH:31][CH:30]=1)[CH2:9][CH2:10][C:11]1[CH:20]=[CH:19][C:14]([C:15]([O:17][CH3:18])=[O:16])=[CH:13][CH:12]=1, predict the reactants needed to synthesize it. The reactants are: [C:1]([C:3]1[CH:31]=[CH:30][C:6]([CH2:7][CH:8](/[CH:21]=[CH:22]/[C:23]2[CH:28]=[CH:27][CH:26]=[CH:25][C:24]=2[OH:29])[CH2:9][CH2:10][C:11]2[CH:20]=[CH:19][C:14]([C:15]([O:17][CH3:18])=[O:16])=[CH:13][CH:12]=2)=[CH:5][CH:4]=1)#[N:2].[Br:32][CH2:33][CH2:34][CH2:35][CH2:36]Br.C(=O)([O-])[O-].[K+].[K+]. (7) Given the product [Cl:1][C:2]1[N:7]=[C:6]([Cl:8])[C:5]([O:9][CH2:10][C:11](=[O:12])[CH3:24])=[C:4]([N:18]2[CH2:23][CH2:22][O:21][CH2:20][CH2:19]2)[N:3]=1, predict the reactants needed to synthesize it. The reactants are: [Cl:1][C:2]1[N:7]=[C:6]([Cl:8])[C:5]([O:9][CH2:10][C:11](N(OC)CC)=[O:12])=[C:4]([N:18]2[CH2:23][CH2:22][O:21][CH2:20][CH2:19]2)[N:3]=1.[CH3:24][Mg]Br.